From a dataset of Forward reaction prediction with 1.9M reactions from USPTO patents (1976-2016). Predict the product of the given reaction. (1) Given the reactants [OH:1][C:2]1[CH:7]=[CH:6][C:5]([CH2:8][C:9]([NH:12][C:13](=[O:22])[O:14][CH2:15][C:16]2[CH:21]=[CH:20][CH:19]=[CH:18][CH:17]=2)([CH3:11])[CH3:10])=[CH:4][CH:3]=1.[CH2:23](I)[CH3:24].C(=O)([O-])[O-].[K+].[K+], predict the reaction product. The product is: [CH2:23]([O:1][C:2]1[CH:3]=[CH:4][C:5]([CH2:8][C:9]([NH:12][C:13](=[O:22])[O:14][CH2:15][C:16]2[CH:21]=[CH:20][CH:19]=[CH:18][CH:17]=2)([CH3:11])[CH3:10])=[CH:6][CH:7]=1)[CH3:24]. (2) Given the reactants C(OC(=O)[NH:7][CH2:8][CH2:9][CH2:10][NH:11][C:12]1[C:21]2[CH2:20][CH2:19][CH2:18][C:17]3[CH:22]=[C:23]([N:26]4[CH2:30][C@H:29]([CH2:31][NH:32][C:33](=[O:35])[CH3:34])[O:28][C:27]4=[O:36])[CH:24]=[CH:25][C:16]=3[C:15]=2[NH:14][N:13]=1)(C)(C)C.C(Cl)(=O)C, predict the reaction product. The product is: [NH2:7][CH2:8][CH2:9][CH2:10][NH:11][C:12]1[C:21]2[CH2:20][CH2:19][CH2:18][C:17]3[CH:22]=[C:23]([N:26]4[CH2:30][C@H:29]([CH2:31][NH:32][C:33](=[O:35])[CH3:34])[O:28][C:27]4=[O:36])[CH:24]=[CH:25][C:16]=3[C:15]=2[NH:14][N:13]=1. (3) The product is: [Br:39][CH2:34][C:24]1[CH:25]=[C:26]([NH:29][S:30]([CH3:33])(=[O:31])=[O:32])[CH:27]=[CH:28][C:23]=1/[CH:22]=[CH:21]/[C:7]1[CH:8]=[C:9]([C:11]2[C:12](=[O:19])[NH:13][C:14]([O:17][CH3:18])=[CH:15][CH:16]=2)[CH:10]=[C:5]([C:1]([CH3:4])([CH3:2])[CH3:3])[C:6]=1[O:37][CH3:38]. Given the reactants [C:1]([C:5]1[C:6]([O:37][CH3:38])=[C:7](/[CH:21]=[CH:22]/[C:23]2[CH:28]=[CH:27][C:26]([NH:29][S:30]([CH3:33])(=[O:32])=[O:31])=[CH:25][C:24]=2[CH2:34]OC)[CH:8]=[C:9]([C:11]2[C:12]([O:19]C)=[N:13][C:14]([O:17][CH3:18])=[CH:15][CH:16]=2)[CH:10]=1)([CH3:4])([CH3:3])[CH3:2].[BrH:39].C([O-])(O)=O.[Na+], predict the reaction product.